Predict the product of the given reaction. From a dataset of Forward reaction prediction with 1.9M reactions from USPTO patents (1976-2016). Given the reactants Br[CH2:2][CH2:3][CH2:4][CH2:5][CH2:6][CH2:7][C:8]([O:10][CH2:11][CH3:12])=[O:9].C(O)=[O:14].C(N(CC)CC)C, predict the reaction product. The product is: [OH:14][CH2:2][CH2:3][CH2:4][CH2:5][CH2:6][CH2:7][C:8]([O:10][CH2:11][CH3:12])=[O:9].